From a dataset of Catalyst prediction with 721,799 reactions and 888 catalyst types from USPTO. Predict which catalyst facilitates the given reaction. (1) Reactant: C[N:2](C)[CH:3]=[CH:4][C:5]([C:7]1[C:12](=[O:13])[CH:11]=[CH:10][N:9]([C:14]2[CH:19]=[CH:18][CH:17]=[C:16]([F:20])[CH:15]=2)[N:8]=1)=O.[C:22]1([NH:28]N)[CH:27]=[CH:26][CH:25]=[CH:24][CH:23]=1. Product: [F:20][C:16]1[CH:15]=[C:14]([N:9]2[CH:10]=[CH:11][C:12](=[O:13])[C:7]([C:5]3[N:28]([C:22]4[CH:27]=[CH:26][CH:25]=[CH:24][CH:23]=4)[N:2]=[CH:3][CH:4]=3)=[N:8]2)[CH:19]=[CH:18][CH:17]=1. The catalyst class is: 5. (2) Reactant: O[C:2]1[CH:7]=[CH:6][C:5]([CH:8]2[CH2:13][CH2:12][CH:11]([CH:14]3[CH2:19][CH2:18][CH:17]([CH2:20][CH2:21][CH3:22])[CH2:16][CH2:15]3)[CH2:10][CH2:9]2)=[CH:4][C:3]=1[CH2:23][CH2:24][C:25]([O:27]CC)=[O:26].C1(C)C=CC(S(O)(=O)=O)=CC=1. Product: [CH2:20]([CH:17]1[CH2:18][CH2:19][CH:14]([CH:11]2[CH2:10][CH2:9][CH:8]([C:5]3[CH:4]=[C:3]4[C:2](=[CH:7][CH:6]=3)[O:26][C:25](=[O:27])[CH2:24][CH2:23]4)[CH2:13][CH2:12]2)[CH2:15][CH2:16]1)[CH2:21][CH3:22]. The catalyst class is: 11. (3) Reactant: [CH2:1]([C:4]1[N:5]([CH2:17][CH2:18][C:19](OCC)=[O:20])[C:6]2[C:15]3[CH:14]=[CH:13][CH:12]=[CH:11][C:10]=3[N:9]=[CH:8][C:7]=2[N:16]=1)[CH2:2][CH3:3].[CH2:24]([NH2:27])[CH2:25][CH3:26]. Product: [CH2:1]([C:4]1[N:5]([CH2:17][CH2:18][C:19]([NH:27][CH2:24][CH2:25][CH3:26])=[O:20])[C:6]2[C:15]3[CH:14]=[CH:13][CH:12]=[CH:11][C:10]=3[N:9]=[CH:8][C:7]=2[N:16]=1)[CH2:2][CH3:3]. The catalyst class is: 1. (4) Reactant: CI.[N+:3]([C:6]1[CH:19]=[CH:18][C:9]([CH2:10][NH:11][CH2:12][C@H:13]2[CH2:17][CH2:16][CH2:15][O:14]2)=[CH:8][CH:7]=1)([O-])=O.[C:20](=O)([O-])[O-].[K+].[K+]. Product: [CH3:20][N:11]([CH2:10][C:9]1[CH:18]=[CH:19][C:6]([NH2:3])=[CH:7][CH:8]=1)[CH2:12][C@H:13]1[CH2:17][CH2:16][CH2:15][O:14]1. The catalyst class is: 18. (5) Reactant: [BH4-].[Li+].[CH:3]1([N:6]2[CH2:11][CH2:10][CH:9]([CH2:12][C:13](OCC)=[O:14])[CH2:8][CH2:7]2)[CH2:5][CH2:4]1.CO.O. Product: [CH:3]1([N:6]2[CH2:7][CH2:8][CH:9]([CH2:12][CH2:13][OH:14])[CH2:10][CH2:11]2)[CH2:5][CH2:4]1. The catalyst class is: 49. (6) Reactant: [CH3:1][NH:2][CH:3]1[CH2:16][C:15]2[C:6]([CH3:25])([CH:7]3[CH:12]([CH2:13][CH:14]=2)[CH:11]2[CH2:17][CH2:18][CH:19]4[CH:20]([CH3:24])[N:21]([CH3:23])[CH2:22][C:10]24[CH2:9][CH2:8]3)[CH2:5][CH2:4]1.[CH2:26]([S:28](Cl)(=[O:30])=[O:29])[CH3:27].C(N(CC)CC)C. Product: [CH3:1][N:2]([CH:3]1[CH2:16][C:15]2[C:6]([CH3:25])([CH:7]3[CH:12]([CH2:13][CH:14]=2)[CH:11]2[CH2:17][CH2:18][CH:19]4[CH:20]([CH3:24])[N:21]([CH3:23])[CH2:22][C:10]24[CH2:9][CH2:8]3)[CH2:5][CH2:4]1)[S:28]([CH2:26][CH3:27])(=[O:30])=[O:29]. The catalyst class is: 4. (7) Reactant: [CH2:1]([N:3]1[C:8](=[O:9])[CH:7]=[CH:6][C:5]([C:10]2[C:15]([C:16]3[CH:21]=[CH:20][CH:19]=[CH:18][CH:17]=3)=[N:14][C:13]([NH:22]CC3C=CC(OC)=CC=3)=[CH:12][N:11]=2)=[N:4]1)[CH3:2].Cl. Product: [NH2:22][C:13]1[N:14]=[C:15]([C:16]2[CH:21]=[CH:20][CH:19]=[CH:18][CH:17]=2)[C:10]([C:5]2[CH:6]=[CH:7][C:8](=[O:9])[N:3]([CH2:1][CH3:2])[N:4]=2)=[N:11][CH:12]=1. The catalyst class is: 11. (8) Reactant: [Cl:1]N1C(=O)CCC1=O.[CH:9]([Si:12]([CH:25]([CH3:27])[CH3:26])([CH:22]([CH3:24])[CH3:23])[O:13][C:14]([C:16]1[N:17]=[N:18][CH:19]=[CH:20][CH:21]=1)=[CH2:15])([CH3:11])[CH3:10]. Product: [Cl:1]/[CH:15]=[C:14](\[C:16]1[N:17]=[N:18][CH:19]=[CH:20][CH:21]=1)/[O:13][Si:12]([CH:9]([CH3:10])[CH3:11])([CH:22]([CH3:24])[CH3:23])[CH:25]([CH3:27])[CH3:26]. The catalyst class is: 165. (9) Reactant: [Li]CCCC.Br[C:7]1[CH:8]=[C:9]2[C:13](=[CH:14][CH:15]=1)[C:12]([CH3:17])([CH3:16])[C:11]([CH3:19])([CH3:18])[C:10]2([CH3:21])[CH3:20].CN([CH:25]=[O:26])C. Product: [CH3:16][C:12]1([CH3:17])[C:13]2[C:9](=[CH:8][C:7]([CH:25]=[O:26])=[CH:15][CH:14]=2)[C:10]([CH3:21])([CH3:20])[C:11]1([CH3:19])[CH3:18]. The catalyst class is: 323.